Dataset: Forward reaction prediction with 1.9M reactions from USPTO patents (1976-2016). Task: Predict the product of the given reaction. (1) Given the reactants [NH:1]1[C:5]2=[N:6][CH:7]=[CH:8][CH:9]=[C:4]2[CH2:3][C:2]1=[O:10].[NH:11]1[C:19]2[C:14](=[CH:15][C:16]([CH:20]=O)=[CH:17][CH:18]=2)[CH:13]=[N:12]1, predict the reaction product. The product is: [NH:11]1[C:19]2[C:14](=[CH:15][C:16](/[CH:20]=[C:3]3/[C:2](=[O:10])[NH:1][C:5]4[C:4]/3=[CH:9][CH:8]=[CH:7][N:6]=4)=[CH:17][CH:18]=2)[CH:13]=[N:12]1. (2) Given the reactants [C:1]([NH:8][C:9]1[CH:10]=[C:11]([CH:15]=[CH:16][CH:17]=1)[C:12]([OH:14])=O)([O:3][C:4]([CH3:7])([CH3:6])[CH3:5])=[O:2].CN(C(ON1N=NC2C=CC=NC1=2)=[N+](C)C)C.F[P-](F)(F)(F)(F)F.[Cl:42][C:43]1[CH:49]=[CH:48][CH:47]=[CH:46][C:44]=1[NH2:45].C(N(CC)C(C)C)(C)C, predict the reaction product. The product is: [C:4]([O:3][C:1](=[O:2])[NH:8][C:9]1[CH:17]=[CH:16][CH:15]=[C:11]([C:12](=[O:14])[NH:45][C:44]2[CH:46]=[CH:47][CH:48]=[CH:49][C:43]=2[Cl:42])[CH:10]=1)([CH3:5])([CH3:6])[CH3:7]. (3) Given the reactants C(N(CC)CC)C.[CH3:8][O:9][CH:10]([O:27][CH3:28])[C:11]1[C:16]([O:17][CH2:18][O:19][CH3:20])=[C:15]([C:21]([F:24])([F:23])[F:22])[CH:14]=[CH:13][C:12]=1[CH2:25][OH:26].[CH3:29][S:30](Cl)(=[O:32])=[O:31], predict the reaction product. The product is: [CH3:29][S:30]([O:26][CH2:25][C:12]1[CH:13]=[CH:14][C:15]([C:21]([F:22])([F:23])[F:24])=[C:16]([O:17][CH2:18][O:19][CH3:20])[C:11]=1[CH:10]([O:9][CH3:8])[O:27][CH3:28])(=[O:32])=[O:31]. (4) Given the reactants C[O:2][C:3]1[CH:4]=[C:5]([S:9]([N:12]2[CH:16]=[CH:15][C:14]([C:17]3[C:25]4[C:24]([NH:26][C@H:27]([C:29]5[N:34]([C:35]6[CH:40]=[CH:39][CH:38]=[CH:37][CH:36]=6)[C:33](=[O:41])[C:32]6=[C:42]([CH3:45])[CH:43]=[CH:44][N:31]6[N:30]=5)[CH3:28])=[N:23][CH:22]=[N:21][C:20]=4[N:19](COCC[Si](C)(C)C)[CH:18]=3)=[N:13]2)(=[O:11])=[O:10])[CH:6]=[CH:7][CH:8]=1.B(Br)(Br)Br.N, predict the reaction product. The product is: [OH:2][C:3]1[CH:4]=[C:5]([S:9]([N:12]2[CH:16]=[CH:15][C:14]([C:17]3[C:25]4[C:24]([NH:26][C@H:27]([C:29]5[N:34]([C:35]6[CH:40]=[CH:39][CH:38]=[CH:37][CH:36]=6)[C:33](=[O:41])[C:32]6=[C:42]([CH3:45])[CH:43]=[CH:44][N:31]6[N:30]=5)[CH3:28])=[N:23][CH:22]=[N:21][C:20]=4[NH:19][CH:18]=3)=[N:13]2)(=[O:10])=[O:11])[CH:6]=[CH:7][CH:8]=1.